Dataset: Experimentally validated miRNA-target interactions with 360,000+ pairs, plus equal number of negative samples. Task: Binary Classification. Given a miRNA mature sequence and a target amino acid sequence, predict their likelihood of interaction. (1) The miRNA is cel-miR-789-3p with sequence UCCCUGCCUGGGUCACCAAUUGU. The protein sequence of the target gene is MSPAPDAAPAPASISLFDLSADAPVFQGLSLVSHAPGEALARAPRTSCSGSGERESPERKLLQGPMDISEKLFCSTCDQTFQNHQEQREHYKLDWHRFNLKQRLKDKPLLSALDFEKQSSTGDLSSISGSEDSDSASEEDLQTLDRERATFEKLSRPPGFYPHRVLFQNAQGQFLYAYRCVLGPHQDPPEEAELLLQNLQSRGPRDCVVLMAAAGHFAGAIFQGREVVTHKTFHRYTVRAKRGTAQGLRDARGGPSHSAGANLRRYNEATLYKDVRDLLAGPSWAKALEEAGTILLRAPR.... Result: 0 (no interaction). (2) The miRNA is hsa-miR-548az-5p with sequence CAAAAGUGAUUGUGGUUUUUGC. The protein sequence of the target gene is MLCVAGAKLKRELDATATVLANRQDESEQSRKRLIEQSREFKKNTPEDLRKQVAPLLKSFQGEIDALSKRSKEAEAAFLTVYKRLIDVPDPVPALDVGQQLEIKVQRLHDIETENQKLRETLEEYNKEFAEVKNQEVTIKALKEKIREYEQTLKSQAETIALEKEQKLQNDFAEKERKLQETQMSTTSKLEEAEHKLQTLQTALEKTRTELFDLKTKYDEETTAKADEIEMIMTDLERANQRAEVAQREAETLREQLSSANHSLQLASQIQKAPDVAIEVLTRSSLEVELAAKEREIAQL.... Result: 0 (no interaction). (3) The miRNA is hsa-miR-4659b-3p with sequence UUUCUUCUUAGACAUGGCAGCU. The protein sequence of the target gene is MLLWSLLVIFDAVTEQADSLTLVAPSSVFEGDSIVLKCQGEQNWKIQKMAYHKDNKELSVFKKFSDFLIQSAVLSDSGNYFCSTKGQLFLWDKTSNIVKIKVQELFQRPVLTASSFQPIEGGPVSLKCETRLSPQRLDVQLQFCFFRENQVLGSGWSSSPELQISAVWSEDTGSYWCKAETVTHRIRKQSLQSQIHVQRIPISNVSLEIRAPGGQVTEGQKLILLCSVAGGTGNVTFSWYREATGTSMGKKTQRSLSAELEIPAVKESDAGKYYCRADNGHVPIQSKVVNIPVRIPVSRP.... Result: 0 (no interaction). (4) The miRNA is hsa-miR-605-3p with sequence AGAAGGCACUAUGAGAUUUAGA. The protein sequence of the target gene is MEGKWLLCMLLVLGTAIVEAHDGHDDDVIDIEDDLDDVIEEVEDSKPDTTAPPSSPKVTYKAPVPTGEVYFADSFDRGTLSGWILSKAKKDDTDDEIAKYDGKWEVEEMKESKLPGDKGLVLMSRAKHHAISAKLNKPFLFDTKPLIVQYEVNFQNGIECGGAYVKLLSKTPELNLDQFHDKTPYTIMFGPDKCGEDYKLHFIFRHKNPKTGIYEEKHAKRPDADLKTYFTDKKTHLYTLILNPDNSFEILVDQSVVNSGNLLNDMTPPVNPSREIEDPEDRKPEDWDERPKIPDPEAVK.... Result: 1 (interaction). (5) The miRNA is hsa-miR-155-5p with sequence UUAAUGCUAAUCGUGAUAGGGGUU. The protein sequence of the target gene is MAERGQQPPPAKRLCCRPGGGGGGGGSSGGGGGAGGGYSSACRPGPRAGGAAAAAACGGGAALGLLPPGKTQSPESLLDIAARRVAEKWPFQRVEERFERIPEPVQRRIVYWSFPRSEREICMYSSFNTGGGAAGGPGDDSGGGGGAGGGGGGGSSSSPAATSAAATSAAAAAAAAAAAAAAAAGAGAPSVGAAGAADGGDETRLPFRRGIALLESGCVDNVLQVGFHLSGTVTEPAIQSEPETVCNVAISFDRCKITSVTCSCGNKDIFYCAHVVALSLYRIRKPDQVKLHLPISETLF.... Result: 1 (interaction). (6) Result: 1 (interaction). The protein sequence of the target gene is MGLGVSAEQPAGGAEGFHLHGVQENSPAQQAGLEPYFDFIITIGHSRLNKENDTLKALLKANVEKPVKLEVFNMKTMRVREVEVVPSNMWGGQGLLGASVRFCSFRRASEQVWHVLDVEPSSPAALAGLRPYTDYVVGSDQILQESEDFFTLIESHEGKPLKLMVYNSKSDSCREVTVTPNAAWGGEGSLGCGIGYGYLHRIPTQPPSYHKKPPGTPPPSALPLGAPPPDALPPGPTPEDSPSLETGSRQSDYMEALLQAPGSSMEDPLPGPGSPSHSAPDPDGLPHFMETPLQPPPPVQ.... The miRNA is hsa-miR-4691-5p with sequence GUCCUCCAGGCCAUGAGCUGCGG. (7) The miRNA is hsa-miR-922 with sequence GCAGCAGAGAAUAGGACUACGUC. The protein sequence of the target gene is MSSSYYVNALFSKYTAGASLFQNAEPTSCSFAPNSQRSGYGPGAGAFASTVPGLYNVNSPLYQSPFASGYGLGADAYNLPCASYDQNIPGLCSDLAKGACDKADEGVLHGPAEASFRIYPWMRSSGPDRKRGRQTYTRYQTLELEKEFHFNRYLTRRRRIEIAHALCLTERQIKIWFQNRRMKWKKEHKDESQAPTAAPEDAVPSVSTAADKADEEEEEEEEEEEEEEE. Result: 0 (no interaction).